From a dataset of Forward reaction prediction with 1.9M reactions from USPTO patents (1976-2016). Predict the product of the given reaction. (1) Given the reactants [CH3:1][O:2][C:3](=[O:13])[C@H:4]([OH:12])[CH2:5][C:6]1[CH:11]=[CH:10][CH:9]=[CH:8][CH:7]=1.C(N(CC)CC)C.[CH3:21][S:22](Cl)(=[O:24])=[O:23], predict the reaction product. The product is: [CH3:1][O:2][C:3](=[O:13])[C@H:4]([O:12][S:22]([CH3:21])(=[O:24])=[O:23])[CH2:5][C:6]1[CH:11]=[CH:10][CH:9]=[CH:8][CH:7]=1. (2) Given the reactants C([Li])CCC.[CH2:6]([C:8]([C:20]1[CH:25]=[CH:24][C:23]([OH:26])=[C:22]([CH3:27])[CH:21]=1)([C:11]1[CH:16]=[CH:15][C:14]([C:17]#[CH:18])=[C:13]([CH3:19])[CH:12]=1)[CH2:9][CH3:10])[CH3:7].[O:28]=[C:29]1[CH2:34][CH2:33][S:32][CH2:31][CH2:30]1.[Cl-].[NH4+], predict the reaction product. The product is: [CH2:6]([C:8]([C:11]1[CH:16]=[CH:15][C:14]([C:17]#[C:18][C:29]2([OH:28])[CH2:34][CH2:33][S:32][CH2:31][CH2:30]2)=[C:13]([CH3:19])[CH:12]=1)([C:20]1[CH:25]=[CH:24][C:23]([OH:26])=[C:22]([CH3:27])[CH:21]=1)[CH2:9][CH3:10])[CH3:7]. (3) Given the reactants [Cl-].[Cl:2][C:3]1[C:12]2[C:7](=[CH:8][CH:9]=[CH:10][CH:11]=2)[CH:6]=[CH:5][C:4]=1[NH:13][CH2:14][CH2:15][NH3+:16].[CH3:17][N:18]1[CH:22]=[CH:21][CH:20]=[C:19]1[CH:23]=O, predict the reaction product. The product is: [Cl:2][C:3]1[C:12]2[C:7](=[CH:8][CH:9]=[CH:10][CH:11]=2)[CH:6]=[CH:5][C:4]=1[NH:13][CH2:14][CH2:15][NH:16][CH2:23][C:19]1[N:18]([CH3:17])[CH:22]=[CH:21][CH:20]=1. (4) Given the reactants [CH3:1][O:2][C:3]([C:5]1[CH:14]=[CH:13][C:12]2[C:7](=[C:8]([C:15]3[C:24]4[C:19](=[C:20]([CH2:25][OH:26])[CH:21]=[CH:22][CH:23]=4)[CH:18]=[CH:17][CH:16]=3)[CH:9]=[CH:10][CH:11]=2)[N:6]=1)=[O:4].[C:27](OC(=O)C)(=[O:29])[CH3:28], predict the reaction product. The product is: [CH3:1][O:2][C:3]([C:5]1[CH:14]=[CH:13][C:12]2[C:7](=[C:8]([C:15]3[C:24]4[C:19](=[C:20]([CH2:25][O:26][C:27](=[O:29])[CH3:28])[CH:21]=[CH:22][CH:23]=4)[CH:18]=[CH:17][CH:16]=3)[CH:9]=[CH:10][CH:11]=2)[N:6]=1)=[O:4]. (5) Given the reactants C[O:2][C:3]([C:5]1[CH:10]=[CH:9][CH:8]=[CH:7][C:6]=1[NH:11][C:12](=[O:22])/[CH:13]=[CH:14]/[C:15]1[CH:20]=[CH:19][C:18]([Cl:21])=[CH:17][CH:16]=1)=[O:4].[OH-].[Na+], predict the reaction product. The product is: [C:3]([C:5]1[CH:10]=[CH:9][CH:8]=[CH:7][C:6]=1[NH:11][C:12](=[O:22])/[CH:13]=[CH:14]/[C:15]1[CH:16]=[CH:17][C:18]([Cl:21])=[CH:19][CH:20]=1)([OH:4])=[O:2]. (6) The product is: [Cl-:1].[S:11]1[CH:15]=[CH:14][C:13]2[CH:16]=[CH:17][CH:18]=[C:19]([CH:20]([NH:32][C:33]3[CH:38]=[CH:37][CH:36]=[CH:35][CH:34]=3)[C:21]([O:23][C@@H:24]3[CH:29]4[CH2:28][CH2:27][N+:26]([CH2:2][C:3](=[O:4])[C:5]5[CH:10]=[CH:9][CH:8]=[CH:7][CH:6]=5)([CH2:31][CH2:30]4)[CH2:25]3)=[O:22])[C:12]1=2. Given the reactants [Cl:1][CH2:2][C:3]([C:5]1[CH:10]=[CH:9][CH:8]=[CH:7][CH:6]=1)=[O:4].[S:11]1[CH:15]=[CH:14][C:13]2[CH:16]=[CH:17][CH:18]=[C:19]([CH:20]([NH:32][C:33]3[CH:38]=[CH:37][CH:36]=[CH:35][CH:34]=3)[C:21]([O:23][C@@H:24]3[CH:29]4[CH2:30][CH2:31][N:26]([CH2:27][CH2:28]4)[CH2:25]3)=[O:22])[C:12]1=2, predict the reaction product. (7) Given the reactants [Cl:1][C:2]1[CH:7]=[CH:6][C:5]([S:8]([NH:11][CH:12]2[CH2:17][CH2:16][CH2:15][CH:14]([CH3:18])[CH2:13]2)(=[O:10])=[O:9])=[CH:4][CH:3]=1.Br[CH2:20][C:21]1[CH:30]=[CH:29][C:24]([C:25]([O:27][CH3:28])=[O:26])=[CH:23][CH:22]=1.C(=O)([O-])[O-].[Cs+].[Cs+].O, predict the reaction product. The product is: [Cl:1][C:2]1[CH:7]=[CH:6][C:5]([S:8]([N:11]([CH2:20][C:21]2[CH:30]=[CH:29][C:24]([C:25]([O:27][CH3:28])=[O:26])=[CH:23][CH:22]=2)[CH:12]2[CH2:17][CH2:16][CH2:15][CH:14]([CH3:18])[CH2:13]2)(=[O:10])=[O:9])=[CH:4][CH:3]=1.